Dataset: Full USPTO retrosynthesis dataset with 1.9M reactions from patents (1976-2016). Task: Predict the reactants needed to synthesize the given product. (1) Given the product [CH:30]1([C@H:14]([NH:13][C:11](=[O:12])[C@H:9]([CH3:10])[NH:8][CH3:6])[C:15]([N:17]2[C@H:22]([C:23]([NH:55][CH:53]3[C:54]4[CH:42]=[CH:43][CH:44]=[CH:45][C:46]=4[C:47]4[C:52]3=[CH:51][CH:50]=[CH:49][CH:48]=4)=[O:24])[CH2:21][N:20]3[CH2:27][CH2:28][CH2:29][C@@H:19]3[CH2:18]2)=[O:16])[CH2:35][CH2:34][CH2:33][CH2:32][CH2:31]1, predict the reactants needed to synthesize it. The reactants are: C(O[C:6]([N:8](C)[C@H:9]([C:11]([NH:13][C@@H:14]([CH:30]1[CH2:35][CH2:34][CH2:33][CH2:32][CH2:31]1)[C:15]([N:17]1[C@H:22]([C:23](OC)=[O:24])[CH2:21][N:20]2[CH2:27][CH2:28][CH2:29][C@@H:19]2[CH2:18]1)=[O:16])=[O:12])[CH3:10])=O)(C)(C)C.O.[OH-].[Li+].Cl.Cl.[CH:42]1[C:54]2[CH:53]([NH2:55])[C:52]3[C:47](=[CH:48][CH:49]=[CH:50][CH:51]=3)[C:46]=2[CH:45]=[CH:44][CH:43]=1.Cl.C(N=C=NCCCN(C)C)C.ON1C2C=CC=CC=2N=N1.C(OCC)(=O)C.Cl.C(=O)([O-])O.[Na+]. (2) Given the product [Cl:16][C:10]1[CH:9]=[C:8]([C:4]2[CH:3]=[C:2]([NH:1][S:25]([C:22]3[CH:21]=[CH:20][C:19]([C:17]#[N:18])=[CH:24][CH:23]=3)(=[O:27])=[O:26])[CH:7]=[N:6][CH:5]=2)[CH:15]=[CH:14][C:11]=1[C:12]#[N:13], predict the reactants needed to synthesize it. The reactants are: [NH2:1][C:2]1[CH:3]=[C:4]([C:8]2[CH:15]=[CH:14][C:11]([C:12]#[N:13])=[C:10]([Cl:16])[CH:9]=2)[CH:5]=[N:6][CH:7]=1.[C:17]([C:19]1[CH:24]=[CH:23][C:22]([S:25](Cl)(=[O:27])=[O:26])=[CH:21][CH:20]=1)#[N:18]. (3) The reactants are: [N+:1]([C:4]1[CH:5]=[C:6]2[C:11](=[CH:12][CH:13]=1)[NH:10][C:9](=[C:14]1[C:22]3[C:17](=[CH:18][CH:19]=[CH:20][CH:21]=3)[NH:16][C:15]1=[O:23])[CH:8]=[CH:7]2)([O-])=O. Given the product [NH2:1][C:4]1[CH:5]=[C:6]2[C:11](=[CH:12][CH:13]=1)[NH:10][C:9](=[C:14]1[C:22]3[C:17](=[CH:18][CH:19]=[CH:20][CH:21]=3)[NH:16][C:15]1=[O:23])[CH:8]=[CH:7]2, predict the reactants needed to synthesize it. (4) Given the product [O:28]=[S:20]1(=[O:29])[C:21]2[CH:27]=[CH:26][CH:25]=[CH:24][C:22]=2[CH2:23][N:17]([C:4]2[CH:3]=[C:2]([NH:33][CH2:32][CH2:31][CH2:30][NH2:34])[C:11]3[C:6](=[CH:7][CH:8]=[C:9]([O:12][C:13]([F:16])([F:15])[F:14])[CH:10]=3)[N:5]=2)[CH2:18][CH2:19]1, predict the reactants needed to synthesize it. The reactants are: Cl[C:2]1[C:11]2[C:6](=[CH:7][CH:8]=[C:9]([O:12][C:13]([F:16])([F:15])[F:14])[CH:10]=2)[N:5]=[C:4]([N:17]2[CH2:23][C:22]3[CH:24]=[CH:25][CH:26]=[CH:27][C:21]=3[S:20](=[O:29])(=[O:28])[CH2:19][CH2:18]2)[CH:3]=1.[CH2:30]([NH2:34])[CH2:31][CH2:32][NH2:33].